Dataset: Reaction yield outcomes from USPTO patents with 853,638 reactions. Task: Predict the reaction yield, written as a fraction of the theoretical maximum amount of product (1.0 means a 100% yield; for example, 0.34 means a 34% yield). (1) The reactants are [CH:1]1([NH2:7])[CH2:6][CH2:5][CH2:4][CH2:3][CH2:2]1.[N:8]([C:11]1[CH:12]=[CH:13][C:14]([O:17][C:18](=[O:27])[N:19]([CH3:26])[C:20]2[CH:25]=[CH:24][CH:23]=[CH:22][CH:21]=2)=[N:15][CH:16]=1)=[C:9]=[S:10]. The catalyst is ClCCl. The product is [CH:1]1([NH:7][C:9](=[S:10])[NH:8][C:11]2[CH:12]=[CH:13][C:14]([O:17][C:18](=[O:27])[N:19]([CH3:26])[C:20]3[CH:25]=[CH:24][CH:23]=[CH:22][CH:21]=3)=[N:15][CH:16]=2)[CH2:6][CH2:5][CH2:4][CH2:3][CH2:2]1. The yield is 0.720. (2) The reactants are [CH3:1][O:2][C:3]1[CH:8]=[CH:7][C:6]([S:9]([C:12]2[C:17]([CH2:18][C:19]3[C:27]4[C:26](=[O:28])[CH2:25][C:24]([CH3:30])([CH3:29])[CH2:23][C:22]=4[NH:21][C:20]=3[CH3:31])=[CH:16][CH:15]=[CH:14][N:13]=2)(=[O:11])=[O:10])=[CH:5][CH:4]=1.Br[CH2:33][C:34]([O:36][CH2:37][CH3:38])=[O:35].C(=O)([O-])[O-].[K+].[K+].[I-].[K+]. The catalyst is C(#N)C.O.ClCCl.CO. The product is [CH3:1][O:2][C:3]1[CH:4]=[CH:5][C:6]([S:9]([C:12]2[C:17]([CH2:18][C:19]3[C:27]4[C:26](=[O:28])[CH2:25][C:24]([CH3:29])([CH3:30])[CH2:23][C:22]=4[N:21]([CH2:33][C:34]([O:36][CH2:37][CH3:38])=[O:35])[C:20]=3[CH3:31])=[CH:16][CH:15]=[CH:14][N:13]=2)(=[O:10])=[O:11])=[CH:7][CH:8]=1. The yield is 0.680.